This data is from Reaction yield outcomes from USPTO patents with 853,638 reactions. The task is: Predict the reaction yield, written as a fraction of the theoretical maximum amount of product (1.0 means a 100% yield; for example, 0.34 means a 34% yield). (1) The reactants are FC(F)(F)C(O)=O.[CH3:8][O:9][C:10](=[O:32])[C:11]1[CH:16]=[C:15]([O:17]COC)[CH:14]=[C:13]([O:21][C:22]2[CH:27]=[CH:26][C:25]([S:28]([CH3:31])(=[O:30])=[O:29])=[CH:24][CH:23]=2)[CH:12]=1. The catalyst is C(Cl)Cl. The product is [CH3:8][O:9][C:10](=[O:32])[C:11]1[CH:16]=[C:15]([OH:17])[CH:14]=[C:13]([O:21][C:22]2[CH:23]=[CH:24][C:25]([S:28]([CH3:31])(=[O:29])=[O:30])=[CH:26][CH:27]=2)[CH:12]=1. The yield is 0.560. (2) The reactants are C[N:2](C)[CH:3]=[C:4]([C:14]1[CH:19]=[CH:18][N:17]=[C:16]([F:20])[CH:15]=1)[C:5]([C:7]1[CH:12]=[CH:11][C:10]([F:13])=[CH:9][CH:8]=1)=O.[NH2:22]N.CCOC(C)=O.CCCCCC. The catalyst is C(O)C.O. The product is [F:20][C:16]1[CH:15]=[C:14]([C:4]2[C:5]([C:7]3[CH:12]=[CH:11][C:10]([F:13])=[CH:9][CH:8]=3)=[N:22][NH:2][CH:3]=2)[CH:19]=[CH:18][N:17]=1. The yield is 0.780. (3) The reactants are CC1(C)CO[C:5]2([C:13]3[C:8](=[CH:9][CH:10]=[C:11]([NH:14][S:15]([CH3:18])(=[O:17])=[O:16])[CH:12]=3)[N:7]([CH2:19][C:20]([O:22]C)=[O:21])[C:6]2=[O:24])[O:4]C1.C(O)(C(F)(F)F)=O. The catalyst is O1CCOCC1.O. The product is [CH3:18][S:15]([NH:14][C:11]1[CH:12]=[C:13]2[C:8](=[CH:9][CH:10]=1)[N:7]([CH2:19][C:20]([OH:22])=[O:21])[C:6](=[O:24])[C:5]2=[O:4])(=[O:16])=[O:17]. The yield is 0.960. (4) The reactants are C([C:4]1[C:13](=[O:14])[C:12]2[C:7](=[C:8]([Br:15])[CH:9]=[CH:10][CH:11]=2)[N:6]([CH3:16])[CH:5]=1)(=O)C.C1C=C(Cl)C=[C:19]([C:24]([O:26]O)=[O:25])C=1. The catalyst is ClCCl. The product is [C:24]([O:26][C:4]1[C:13](=[O:14])[C:12]2[C:7](=[C:8]([Br:15])[CH:9]=[CH:10][CH:11]=2)[N:6]([CH3:16])[CH:5]=1)(=[O:25])[CH3:19]. The yield is 0.870. (5) The reactants are [CH2:1]([O:8][C:9]1[CH:10]=[CH:11][C:12]([C:20](=[O:23])[CH2:21][Br:22])=[C:13]2[C:18]=1[NH:17][C:16](=[O:19])[CH:15]=[CH:14]2)[C:2]1[CH:7]=[CH:6][CH:5]=[CH:4][CH:3]=1.O1CCCC1.B.CO. The catalyst is C1(C)C=CC=CC=1. The product is [CH2:1]([O:8][C:9]1[CH:10]=[CH:11][C:12]([C@@H:20]([OH:23])[CH2:21][Br:22])=[C:13]2[C:18]=1[NH:17][C:16](=[O:19])[CH:15]=[CH:14]2)[C:2]1[CH:3]=[CH:4][CH:5]=[CH:6][CH:7]=1. The yield is 0.810. (6) The reactants are [N:1]1[C:6]2[S:7][CH:8]=[CH:9][C:5]=2[C:4](=O)[NH:3][CH:2]=1.P(Cl)(Cl)([Cl:13])=O. The catalyst is ClCCCl. The product is [Cl:13][C:4]1[C:5]2[CH:9]=[CH:8][S:7][C:6]=2[N:1]=[CH:2][N:3]=1. The yield is 0.290.